This data is from Forward reaction prediction with 1.9M reactions from USPTO patents (1976-2016). The task is: Predict the product of the given reaction. (1) Given the reactants [C:1]1(=[O:8])[CH2:6][CH2:5][CH2:4][C:3](=O)[CH2:2]1.[CH2:9]([O:11][C:12](=[O:15])[CH2:13][NH2:14])[CH3:10].CC(=O)OCC, predict the reaction product. The product is: [O:8]=[C:1]1[CH2:6][CH2:5][CH2:4][C:3]([NH:14][CH2:13][C:12]([O:11][CH2:9][CH3:10])=[O:15])=[CH:2]1. (2) Given the reactants [CH:1]1([NH:4][C:5](=[O:43])[NH:6][C:7]2[CH:41]=[CH:40][C:10]([O:11][C:12]3[CH:17]=[CH:16][N:15]=[C:14]4[CH:18]=[C:19]([C:21]5[N:22]=[CH:23][N:24]([CH2:26][CH2:27][N:28]([CH2:36][CH2:37][O:38][CH3:39])C(=O)OC(C)(C)C)[CH:25]=5)[S:20][C:13]=34)=[C:9]([F:42])[CH:8]=2)[CH2:3][CH2:2]1.C(O)(C(F)(F)F)=O, predict the reaction product. The product is: [CH:1]1([NH:4][C:5]([NH:6][C:7]2[CH:41]=[CH:40][C:10]([O:11][C:12]3[CH:17]=[CH:16][N:15]=[C:14]4[CH:18]=[C:19]([C:21]5[N:22]=[CH:23][N:24]([CH2:26][CH2:27][NH:28][CH2:36][CH2:37][O:38][CH3:39])[CH:25]=5)[S:20][C:13]=34)=[C:9]([F:42])[CH:8]=2)=[O:43])[CH2:3][CH2:2]1. (3) Given the reactants C(O)(=O)C.Br[C:6]1[C:7]([NH:12][C:13]([NH:15][CH2:16][C:17]2[CH:22]=[CH:21][CH:20]=[CH:19][C:18]=2[O:23][CH3:24])=[NH:14])=[N:8][CH:9]=[CH:10][CH:11]=1.[F:25][C:26]1[CH:31]=[CH:30][C:29](OB(O)O)=[CH:28][CH:27]=1.C(=O)([O-])[O-].[Na+].[Na+].C([O-])(=O)C, predict the reaction product. The product is: [F:25][C:26]1[CH:31]=[CH:30][C:29]([C:6]2[C:7]([NH:12][C:13]([NH:15][CH2:16][C:17]3[CH:22]=[CH:21][CH:20]=[CH:19][C:18]=3[O:23][CH3:24])=[NH:14])=[N:8][CH:9]=[CH:10][CH:11]=2)=[CH:28][CH:27]=1. (4) The product is: [OH:8][C:9]1[CH:14]=[CH:13][CH:12]=[CH:11][C:10]=1[NH:15][C:16]1[N:24]=[C:23]2[C:19]([NH:20][C:21](=[O:33])[N:22]2[C:25]2[CH:30]=[CH:29][CH:28]=[CH:27][C:26]=2[O:31][CH3:32])=[C:18]([C:34]([NH2:39])=[O:36])[N:17]=1. Given the reactants [Si]([O:8][C:9]1[CH:14]=[CH:13][CH:12]=[CH:11][C:10]=1[NH:15][C:16]1[N:24]=[C:23]2[C:19]([NH:20][C:21](=[O:33])[N:22]2[C:25]2[CH:30]=[CH:29][CH:28]=[CH:27][C:26]=2[O:31][CH3:32])=[C:18]([C:34]([O:36]CC)=O)[N:17]=1)(C(C)(C)C)(C)C.[NH2:39]C1C(C(OCC)=O)=NC(NC2C=CC=CC=2O[Si](C(C)(C)C)(C)C)=NC=1NC1C=CC=CC=1OC.C(N1C=CN=C1)(N1C=CN=C1)=O, predict the reaction product. (5) Given the reactants [C:1]([O:9][C:10]1[CH:11]=[C:12]([CH3:17])[CH:13]=[CH:14][C:15]=1[F:16])(=[O:8])[C:2]1[CH:7]=[CH:6][CH:5]=[CH:4][CH:3]=1.[Br:18]N1C(=O)CCC1=O, predict the reaction product. The product is: [C:1]([O:9][C:10]1[CH:11]=[C:12]([CH:13]=[CH:14][C:15]=1[F:16])[CH2:17][Br:18])(=[O:8])[C:2]1[CH:7]=[CH:6][CH:5]=[CH:4][CH:3]=1. (6) Given the reactants [OH:1][CH2:2][CH2:3][N:4]([CH:22]([CH3:24])[CH3:23])[C:5]([C:7]1[S:8][C:9]2[CH2:10][CH2:11][O:12][C:13]3[CH:20]=[C:19](Br)[CH:18]=[CH:17][C:14]=3[C:15]=2[N:16]=1)=[O:6].[CH3:25][C:26]([OH:43])([CH3:42])[CH2:27][N:28]1[CH:32]=[C:31](B2OC(C)(C)C(C)(C)O2)[CH:30]=[N:29]1, predict the reaction product. The product is: [OH:1][CH2:2][CH2:3][N:4]([CH:22]([CH3:24])[CH3:23])[C:5]([C:7]1[S:8][C:9]2[CH2:10][CH2:11][O:12][C:13]3[CH:20]=[C:19]([C:31]4[CH:30]=[N:29][N:28]([CH2:27][C:26]([OH:43])([CH3:42])[CH3:25])[CH:32]=4)[CH:18]=[CH:17][C:14]=3[C:15]=2[N:16]=1)=[O:6].